From a dataset of Peptide-MHC class II binding affinity with 134,281 pairs from IEDB. Regression. Given a peptide amino acid sequence and an MHC pseudo amino acid sequence, predict their binding affinity value. This is MHC class II binding data. (1) The peptide sequence is PELGMNASHCNEMSW. The MHC is DRB3_0202 with pseudo-sequence DRB3_0202. The binding affinity (normalized) is 0.598. (2) The peptide sequence is EEDIEIIPIQEEKY. The MHC is HLA-DQA10501-DQB10201 with pseudo-sequence HLA-DQA10501-DQB10201. The binding affinity (normalized) is 0.371.